This data is from NCI-60 drug combinations with 297,098 pairs across 59 cell lines. The task is: Regression. Given two drug SMILES strings and cell line genomic features, predict the synergy score measuring deviation from expected non-interaction effect. (1) Drug 1: C1CCC(C1)C(CC#N)N2C=C(C=N2)C3=C4C=CNC4=NC=N3. Drug 2: CN(CCCl)CCCl.Cl. Cell line: OVCAR-5. Synergy scores: CSS=-1.44, Synergy_ZIP=1.03, Synergy_Bliss=-3.07, Synergy_Loewe=-13.1, Synergy_HSA=-7.81. (2) Drug 1: C1=NC2=C(N=C(N=C2N1C3C(C(C(O3)CO)O)O)F)N. Drug 2: C1C(C(OC1N2C=NC3=C2NC=NCC3O)CO)O. Cell line: KM12. Synergy scores: CSS=-6.87, Synergy_ZIP=2.74, Synergy_Bliss=2.08, Synergy_Loewe=-3.16, Synergy_HSA=-3.19. (3) Drug 1: CCC1=CC2CC(C3=C(CN(C2)C1)C4=CC=CC=C4N3)(C5=C(C=C6C(=C5)C78CCN9C7C(C=CC9)(C(C(C8N6C)(C(=O)OC)O)OC(=O)C)CC)OC)C(=O)OC.C(C(C(=O)O)O)(C(=O)O)O. Drug 2: CC(C)NC(=O)C1=CC=C(C=C1)CNNC.Cl. Cell line: K-562. Synergy scores: CSS=72.9, Synergy_ZIP=-2.05, Synergy_Bliss=-0.285, Synergy_Loewe=-22.0, Synergy_HSA=0.128. (4) Synergy scores: CSS=23.7, Synergy_ZIP=-2.00, Synergy_Bliss=2.94, Synergy_Loewe=-16.7, Synergy_HSA=1.27. Cell line: SK-OV-3. Drug 2: C1=NC2=C(N1)C(=S)N=CN2. Drug 1: CC1=CC=C(C=C1)C2=CC(=NN2C3=CC=C(C=C3)S(=O)(=O)N)C(F)(F)F. (5) Drug 1: COC1=CC(=CC(=C1O)OC)C2C3C(COC3=O)C(C4=CC5=C(C=C24)OCO5)OC6C(C(C7C(O6)COC(O7)C8=CC=CS8)O)O. Drug 2: C1=NNC2=C1C(=O)NC=N2. Cell line: HT29. Synergy scores: CSS=34.0, Synergy_ZIP=-1.00, Synergy_Bliss=3.84, Synergy_Loewe=-44.1, Synergy_HSA=1.77. (6) Drug 1: CC1C(C(CC(O1)OC2CC(OC(C2O)C)OC3=CC4=CC5=C(C(=O)C(C(C5)C(C(=O)C(C(C)O)O)OC)OC6CC(C(C(O6)C)O)OC7CC(C(C(O7)C)O)OC8CC(C(C(O8)C)O)(C)O)C(=C4C(=C3C)O)O)O)O. Drug 2: CCC1(CC2CC(C3=C(CCN(C2)C1)C4=CC=CC=C4N3)(C5=C(C=C6C(=C5)C78CCN9C7C(C=CC9)(C(C(C8N6C)(C(=O)OC)O)OC(=O)C)CC)OC)C(=O)OC)O.OS(=O)(=O)O. Cell line: NCIH23. Synergy scores: CSS=39.9, Synergy_ZIP=-0.333, Synergy_Bliss=-4.68, Synergy_Loewe=-4.02, Synergy_HSA=-5.04. (7) Drug 1: C1CN(P(=O)(OC1)NCCCl)CCCl. Drug 2: C1C(C(OC1N2C=NC(=NC2=O)N)CO)O. Cell line: LOX IMVI. Synergy scores: CSS=-0.289, Synergy_ZIP=-0.703, Synergy_Bliss=0.0657, Synergy_Loewe=-4.38, Synergy_HSA=-3.50. (8) Drug 1: CCC(=C(C1=CC=CC=C1)C2=CC=C(C=C2)OCCN(C)C)C3=CC=CC=C3.C(C(=O)O)C(CC(=O)O)(C(=O)O)O. Drug 2: C1C(C(OC1N2C=NC(=NC2=O)N)CO)O. Cell line: MDA-MB-435. Synergy scores: CSS=-3.31, Synergy_ZIP=-0.502, Synergy_Bliss=-4.80, Synergy_Loewe=-5.14, Synergy_HSA=-6.41.